This data is from Reaction yield outcomes from USPTO patents with 853,638 reactions. The task is: Predict the reaction yield, written as a fraction of the theoretical maximum amount of product (1.0 means a 100% yield; for example, 0.34 means a 34% yield). (1) The reactants are [F:1][C:2]1[CH:7]=[CH:6][CH:5]=[CH:4][C:3]=1B(O)O.[NH2:11][C:12]1[N:13]=[C:14]([N:23]2[CH2:28][CH2:27][N:26]([C:29](=[O:39])[CH2:30][O:31][C:32]3[CH:37]=[CH:36][C:35]([Cl:38])=[CH:34][CH:33]=3)[CH2:25][CH2:24]2)[C:15]2[N:21]=[C:20](Cl)[CH:19]=[CH:18][C:16]=2[N:17]=1. No catalyst specified. The product is [NH2:11][C:12]1[N:13]=[C:14]([N:23]2[CH2:24][CH2:25][N:26]([C:29](=[O:39])[CH2:30][O:31][C:32]3[CH:37]=[CH:36][C:35]([Cl:38])=[CH:34][CH:33]=3)[CH2:27][CH2:28]2)[C:15]2[N:21]=[C:20]([C:3]3[CH:4]=[CH:5][CH:6]=[CH:7][C:2]=3[F:1])[CH:19]=[CH:18][C:16]=2[N:17]=1. The yield is 0.980. (2) The reactants are [OH:1][C:2]1[CH:9]=[C:8]([O:10][CH3:11])[CH:7]=[CH:6][C:3]=1[CH:4]=[O:5].II.[I:14](O)(=O)(=O)=O.C(OCC)(=O)C. The catalyst is C(O)C.O. The product is [OH:1][C:2]1[C:9]([I:14])=[C:8]([O:10][CH3:11])[CH:7]=[CH:6][C:3]=1[CH:4]=[O:5]. The yield is 0.490. (3) The reactants are [CH3:1][C:2]1[CH:9]=[CH:8][C:5]([C:6]#[N:7])=[C:4]([NH:10][C:11]2[CH:16]=[CH:15][CH:14]=[CH:13][C:12]=2[N+:17]([O-])=O)[CH:3]=1.O.O.[Sn](Cl)[Cl:23].Cl. The catalyst is C(O)C. The product is [ClH:23].[CH3:1][C:2]1[CH:9]=[CH:8][C:5]2[C:6]([NH2:7])=[N:17][C:12]3[CH:13]=[CH:14][CH:15]=[CH:16][C:11]=3[NH:10][C:4]=2[CH:3]=1. The yield is 0.490. (4) The reactants are [CH3:1][C:2]1[C:3]([C:11]2[S:12][CH:13]=[CH:14][CH:15]=2)=[N:4][O:5][C:6]=1[C:7]([F:10])([F:9])[F:8].[C:16](OC1C=CC=CC=1C(Cl)=O)(=[O:18])[CH3:17]. No catalyst specified. The product is [CH3:1][C:2]1[C:3]([C:11]2[S:12][C:13]([C:16](=[O:18])[CH3:17])=[CH:14][CH:15]=2)=[N:4][O:5][C:6]=1[C:7]([F:8])([F:10])[F:9]. The yield is 0.580. (5) The reactants are [O:1]1[C:5]2[CH:6]=[CH:7][C:8]([C:10]3[NH:11][C:12]4[N:13]([N:17]=[CH:18][C:19]=4[C:20]([NH2:22])=[O:21])[C:14](=[O:16])[CH:15]=3)=[CH:9][C:4]=2[O:3][CH2:2]1.Br[CH2:24][CH:25](OCC)OCC. No catalyst specified. The product is [O:1]1[C:5]2[CH:6]=[CH:7][C:8]([C:10]3[NH:11][C:12]4[N:13]([N:17]=[CH:18][C:19]=4[C:20]4[O:21][CH:24]=[CH:25][N:22]=4)[C:14](=[O:16])[CH:15]=3)=[CH:9][C:4]=2[O:3][CH2:2]1. The yield is 0.140. (6) The reactants are [C:1]([O:5][C:6](=[O:28])[NH:7][C@H:8]([C:10]1[N:11]([C:22]2[CH:27]=[CH:26][CH:25]=[CH:24][CH:23]=2)[C:12](=[O:21])[C:13]2[C:18]([CH:19]=1)=[CH:17][CH:16]=[CH:15][C:14]=2Cl)[CH3:9])([CH3:4])([CH3:3])[CH3:2].[CH3:29][N:30]1[CH:34]=[C:33](B2OC(C)(C)C(C)(C)O2)[CH:32]=[N:31]1.C(=O)([O-])[O-].[Na+].[Na+]. The catalyst is CN(C)C(=O)C.O. The product is [C:1]([O:5][C:6](=[O:28])[NH:7][C@H:8]([C:10]1[N:11]([C:22]2[CH:27]=[CH:26][CH:25]=[CH:24][CH:23]=2)[C:12](=[O:21])[C:13]2[C:18]([CH:19]=1)=[CH:17][CH:16]=[CH:15][C:14]=2[C:33]1[CH:32]=[N:31][N:30]([CH3:29])[CH:34]=1)[CH3:9])([CH3:4])([CH3:3])[CH3:2]. The yield is 0.950. (7) The catalyst is ClCCl.[O-2].[Mn+4].[O-2]. The product is [CH:2]([C:3]1[N:19]=[CH:18][C:6]2[O:7][CH2:8][CH2:9][N:10]([C:11]([O:13][C:14]([CH3:15])([CH3:16])[CH3:17])=[O:12])[C:5]=2[CH:4]=1)=[O:1]. The reactants are [OH:1][CH2:2][C:3]1[N:19]=[CH:18][C:6]2[O:7][CH2:8][CH2:9][N:10]([C:11]([O:13][C:14]([CH3:17])([CH3:16])[CH3:15])=[O:12])[C:5]=2[CH:4]=1. The yield is 0.810.